This data is from Peptide-MHC class II binding affinity with 134,281 pairs from IEDB. The task is: Regression. Given a peptide amino acid sequence and an MHC pseudo amino acid sequence, predict their binding affinity value. This is MHC class II binding data. (1) The peptide sequence is GKGEWMTTEDMLEVW. The MHC is HLA-DQA10601-DQB10402 with pseudo-sequence HLA-DQA10601-DQB10402. The binding affinity (normalized) is 0. (2) The peptide sequence is IRPRKTHESHLVRSW. The MHC is DRB4_0103 with pseudo-sequence DRB4_0103. The binding affinity (normalized) is 0.808.